The task is: Predict which catalyst facilitates the given reaction.. This data is from Catalyst prediction with 721,799 reactions and 888 catalyst types from USPTO. (1) Reactant: [OH:1][C:2]1[CH:7]=[CH:6][C:5]([CH:8]([C:13]#[C:14][CH3:15])[CH2:9][C:10]([OH:12])=[O:11])=[CH:4][CH:3]=1.N[C@H]1C2C(=CC=CC=2)C[C@H]1O. Product: [OH:1][C:2]1[CH:3]=[CH:4][C:5]([C@@H:8]([C:13]#[C:14][CH3:15])[CH2:9][C:10]([OH:12])=[O:11])=[CH:6][CH:7]=1. The catalyst class is: 41. (2) Reactant: Cl[C:2]1[C:3]([C:9]#[N:10])=[N:4][C:5]([Cl:8])=[CH:6][N:7]=1.[CH2:11]([O:18][C:19]1[CH:24]=[CH:23][C:22]([OH:25])=[CH:21][CH:20]=1)[C:12]1[CH:17]=[CH:16][CH:15]=[CH:14][CH:13]=1.C(=O)([O-])[O-].[K+].[K+].C(OCC)(=O)C. Product: [CH2:11]([O:18][C:19]1[CH:20]=[CH:21][C:22]([O:25][C:2]2[C:3]([C:9]#[N:10])=[N:4][C:5]([Cl:8])=[CH:6][N:7]=2)=[CH:23][CH:24]=1)[C:12]1[CH:13]=[CH:14][CH:15]=[CH:16][CH:17]=1. The catalyst class is: 35.